This data is from Catalyst prediction with 721,799 reactions and 888 catalyst types from USPTO. The task is: Predict which catalyst facilitates the given reaction. (1) Reactant: [C:1]([O:4][C@@H:5]1[C@@H:10]([O:11][C:12](=[O:14])[CH3:13])[C@H:9]([O:15][C:16](=[O:18])[CH3:17])[C@@H:8]([CH2:19][O:20][C:21](=[O:23])[CH3:22])[O:7][C@H:6]1[O:24][C:25]1[C:30]2[C:31]([CH2:34][CH2:35][C:36]3[CH:41]=[CH:40][C:39]([C:42](O)=[O:43])=[CH:38][CH:37]=3)=[CH:32][O:33][C:29]=2[CH:28]=[CH:27][CH:26]=1)(=[O:3])[CH3:2].Cl.[NH2:46][CH2:47][C:48]([O:50][CH2:51][C:52]1[CH:57]=[CH:56][CH:55]=[CH:54][CH:53]=1)=[O:49].ON1C2C=CC=CC=2N=N1.Cl.C(N=C=NCCCN(C)C)C.Cl. Product: [C:1]([O:4][C@@H:5]1[C@@H:10]([O:11][C:12](=[O:14])[CH3:13])[C@H:9]([O:15][C:16](=[O:18])[CH3:17])[C@@H:8]([CH2:19][O:20][C:21](=[O:23])[CH3:22])[O:7][C@H:6]1[O:24][C:25]1[C:30]2[C:31]([CH2:34][CH2:35][C:36]3[CH:37]=[CH:38][C:39]([C:42](=[O:43])[NH:46][CH2:47][C:48]([O:50][CH2:51][C:52]4[CH:57]=[CH:56][CH:55]=[CH:54][CH:53]=4)=[O:49])=[CH:40][CH:41]=3)=[CH:32][O:33][C:29]=2[CH:28]=[CH:27][CH:26]=1)(=[O:3])[CH3:2]. The catalyst class is: 66. (2) Reactant: [H-].[Na+].Cl[CH2:4][CH2:5][S:6](Cl)(=[O:8])=[O:7].C1COCC1.[CH3:15][O:16][C:17]1[CH:26]=[C:25]2[C:20]([CH:21]=[CH:22][C:23]([O:27][C:28]3[C:29]([NH2:34])=[N:30][CH:31]=[CH:32][CH:33]=3)=[CH:24]2)=[CH:19][CH:18]=1. Product: [CH3:15][O:16][C:17]1[CH:26]=[C:25]2[C:20]([CH:21]=[CH:22][C:23]([O:27][C:28]3[C:29]4=[N:34][S:6](=[O:8])(=[O:7])[CH2:5][CH2:4][N:30]4[CH:31]=[CH:32][CH:33]=3)=[CH:24]2)=[CH:19][CH:18]=1. The catalyst class is: 6. (3) The catalyst class is: 11. Reactant: [H-].[Na+].C(OP([CH2:11][C:12]([O:14][CH2:15][CH3:16])=[O:13])(OCC)=O)C.[CH3:17][C:18]([CH3:28])([CH2:21][C:22]1[CH:27]=[CH:26][CH:25]=[CH:24][CH:23]=1)[CH:19]=O.O. Product: [CH3:19][C:18]([CH3:28])([CH2:21][C:22]1[CH:27]=[CH:26][CH:25]=[CH:24][CH:23]=1)/[CH:17]=[CH:11]/[C:12]([O:14][CH2:15][CH3:16])=[O:13]. (4) Reactant: C(O[C:4]1[C:7](=[O:8])[C:6](=[O:9])[C:5]=1[NH:10][C:11]1[C:12]([OH:22])=[C:13]([CH:19]=[CH:20][CH:21]=1)[C:14]([N:16]([CH3:18])[CH3:17])=[O:15])C.[CH3:23][C:24]1[O:28][C:27]([CH:29]([NH2:35])[CH:30]2[CH2:34][CH2:33][CH2:32][S:31]2)=[CH:26][CH:25]=1. Product: [OH:22][C:12]1[C:11]([NH:10][C:5]2[C:6](=[O:9])[C:7](=[O:8])[C:4]=2[NH:35][CH:29]([C:27]2[O:28][C:24]([CH3:23])=[CH:25][CH:26]=2)[CH:30]2[CH2:34][CH2:33][CH2:32][S:31]2)=[CH:21][CH:20]=[CH:19][C:13]=1[C:14]([N:16]([CH3:17])[CH3:18])=[O:15]. The catalyst class is: 5. (5) Reactant: C(O)(C(F)(F)F)=O.O1CC([N:12]2[CH2:17][CH2:16][N:15]([C:18]3[CH:23]=[CH:22][C:21]([C:24]4[CH:25]=[C:26]([O:33][C@@H:34]([C@H:36]5[CH2:40][NH:39][C:38](=[O:41])[CH2:37]5)[CH3:35])[C:27]5[S:31][CH:30]=[N:29][C:28]=5[CH:32]=4)=[CH:20][CH:19]=3)[CH2:14][CH2:13]2)C1.CCN(CC)CC.[CH3:49][S:50](O[S:50]([CH3:49])(=[O:52])=[O:51])(=[O:52])=[O:51]. Product: [CH3:49][S:50]([N:12]1[CH2:13][CH2:14][N:15]([C:18]2[CH:19]=[CH:20][C:21]([C:24]3[CH:25]=[C:26]([O:33][C@@H:34]([C@H:36]4[CH2:40][NH:39][C:38](=[O:41])[CH2:37]4)[CH3:35])[C:27]4[S:31][CH:30]=[N:29][C:28]=4[CH:32]=3)=[CH:22][CH:23]=2)[CH2:16][CH2:17]1)(=[O:52])=[O:51]. The catalyst class is: 2.